From a dataset of Forward reaction prediction with 1.9M reactions from USPTO patents (1976-2016). Predict the product of the given reaction. (1) Given the reactants [CH2:1]([N:3]([CH:13]1[CH2:18][CH2:17][O:16][CH2:15][CH2:14]1)[C:4]1[S:8][CH:7]=[C:6]([C:9]([OH:11])=O)[C:5]=1[CH3:12])[CH3:2].C1C=NC2N(O)N=NC=2C=1.C(Cl)CCl.Cl.[NH2:34][CH2:35][C:36]1[C:37](=[O:45])[N:38]([CH3:44])[C:39]([CH3:43])=[CH:40][C:41]=1[CH3:42].CN1CCOCC1.[NH4+].[OH-], predict the reaction product. The product is: [CH2:1]([N:3]([CH:13]1[CH2:18][CH2:17][O:16][CH2:15][CH2:14]1)[C:4]1[S:8][CH:7]=[C:6]([C:9]([NH:34][CH2:35][C:36]2[C:37](=[O:45])[N:38]([CH3:44])[C:39]([CH3:43])=[CH:40][C:41]=2[CH3:42])=[O:11])[C:5]=1[CH3:12])[CH3:2]. (2) Given the reactants [C:1]([O:4][CH:5]([C:10]([O:12][CH3:13])=[O:11])[CH2:6][C:7](O)=[O:8])(=[O:3])[CH3:2].C(O)(=O)CC(CC(O)=O)(C(O)=O)O, predict the reaction product. The product is: [C:1]([O:4][CH:5]([CH2:6][CH2:7][OH:8])[C:10]([O:12][CH3:13])=[O:11])(=[O:3])[CH3:2]. (3) Given the reactants [CH2:1]([O:3][C:4]([C@H:6]1[CH2:8][C@@H:7]1[C:9]1[CH:14]=[CH:13][C:12]([O:15][C@H:16]2[C:24]3[C:19](=[C:20]([C:29]4[CH:34]=[CH:33][C:32]([O:35][Si](C(C)(C)C)(C)C)=[CH:31][CH:30]=4)[C:21]([C:25]([F:28])([F:27])[F:26])=[CH:22][CH:23]=3)[CH2:18][CH2:17]2)=[CH:11][CH:10]=1)=[O:5])[CH3:2].[F-].C([N+](CCCC)(CCCC)CCCC)CCC, predict the reaction product. The product is: [CH2:1]([O:3][C:4]([C@H:6]1[CH2:8][C@@H:7]1[C:9]1[CH:10]=[CH:11][C:12]([O:15][C@H:16]2[C:24]3[C:19](=[C:20]([C:29]4[CH:34]=[CH:33][C:32]([OH:35])=[CH:31][CH:30]=4)[C:21]([C:25]([F:26])([F:27])[F:28])=[CH:22][CH:23]=3)[CH2:18][CH2:17]2)=[CH:13][CH:14]=1)=[O:5])[CH3:2]. (4) Given the reactants Cl[C:2]1[C:7](Cl)=[N:6][C:5]2=[N:9][O:10][N:11]=[C:4]2[N:3]=1.[C:12]([O:16][C:17](=[O:26])[NH:18][C:19]1[CH:24]=[CH:23][CH:22]=[CH:21][C:20]=1[NH2:25])([CH3:15])([CH3:14])[CH3:13].[C:27]([O:31][C:32]([CH3:35])([CH3:34])[CH3:33])(=[O:30])[NH:28][NH2:29].C1(N)C=CC=CC=1N.C(OC(OC(C)(C)C)=O)(OC(C)(C)C)=O, predict the reaction product. The product is: [C:32]([O:31][C:27]([NH:28][NH:29][C:2]1[C:7]([NH:25][C:20]2[CH:21]=[CH:22][CH:23]=[CH:24][C:19]=2[NH:18][C:17]([O:16][C:12]([CH3:15])([CH3:13])[CH3:14])=[O:26])=[N:6][C:5]2=[N:9][O:10][N:11]=[C:4]2[N:3]=1)=[O:30])([CH3:35])([CH3:34])[CH3:33].[C:12]([O:16][C:17](=[O:26])[NH:18][C:19]1[CH:24]=[CH:23][CH:22]=[CH:21][C:20]=1[NH2:25])([CH3:15])([CH3:13])[CH3:14]. (5) The product is: [Si:32]([O:39][CH2:40][CH2:41][N:42]([CH2:43][CH:44]1[CH2:45][CH2:46]1)[C:29]([C:10]1[C:9]([O:8][CH2:1][C:2]2[CH:7]=[CH:6][CH:5]=[CH:4][CH:3]=2)=[C:14]([OH:15])[N:13]=[C:12]([CH2:16][C:17]2([C:22]3[CH:27]=[CH:26][C:25]([Cl:28])=[CH:24][CH:23]=3)[CH2:21][CH2:20][CH2:19][CH2:18]2)[N:11]=1)=[O:30])([C:35]([CH3:38])([CH3:37])[CH3:36])([CH3:34])[CH3:33]. Given the reactants [CH2:1]([O:8][C:9]1[C:10]([C:29](O)=[O:30])=[N:11][C:12]([CH2:16][C:17]2([C:22]3[CH:27]=[CH:26][C:25]([Cl:28])=[CH:24][CH:23]=3)[CH2:21][CH2:20][CH2:19][CH2:18]2)=[N:13][C:14]=1[OH:15])[C:2]1[CH:7]=[CH:6][CH:5]=[CH:4][CH:3]=1.[Si:32]([O:39][CH2:40][CH2:41][NH:42][CH2:43][CH:44]1[CH2:46][CH2:45]1)([C:35]([CH3:38])([CH3:37])[CH3:36])([CH3:34])[CH3:33].CN(C(ON1N=NC2C=CC=NC1=2)=[N+](C)C)C.F[P-](F)(F)(F)(F)F.CCCCCC, predict the reaction product. (6) Given the reactants C(N(CC)CC)C.[Cl:8][C:9]1[C:10](=[O:21])[C:11]2[CH:12]=[CH:13][CH:14]=[N:15][C:16]=2[C:17](=[O:20])[C:18]=1Cl.[NH:22]1[CH2:27][CH2:26][CH2:25][CH2:24][CH2:23]1, predict the reaction product. The product is: [Cl:8][C:9]1[C:10](=[O:21])[C:11]2[CH:12]=[CH:13][CH:14]=[N:15][C:16]=2[C:17](=[O:20])[C:18]=1[N:22]1[CH2:27][CH2:26][CH2:25][CH2:24][CH2:23]1. (7) Given the reactants [NH2:1][C:2]1[CH:3]=[C:4]([CH:8]=[CH:9][C:10]=1[OH:11])[C:5]([OH:7])=O.C1N=CN([C:17](N2C=NC=C2)=[O:18])C=1.[BH4-].[Na+].Cl, predict the reaction product. The product is: [OH:7][CH2:5][C:4]1[CH:8]=[CH:9][C:10]2[O:11][C:17](=[O:18])[NH:1][C:2]=2[CH:3]=1. (8) Given the reactants [CH2:1]([O:19][CH2:20][CH:21]([CH2:23][OH:24])[OH:22])[CH2:2][CH2:3][CH2:4][CH2:5][CH2:6][CH2:7][CH2:8]/[CH:9]=[CH:10]\[CH2:11][CH2:12][CH2:13][CH2:14][CH2:15][CH2:16][CH2:17][CH3:18].[C:25](Cl)([C:38]1[CH:43]=[CH:42][CH:41]=[CH:40][CH:39]=1)([C:32]1[CH:37]=[CH:36][CH:35]=[CH:34][CH:33]=1)[C:26]1[CH:31]=[CH:30][CH:29]=[CH:28][CH:27]=1.[H-].[Na+].[CH3:47]I, predict the reaction product. The product is: [CH2:1]([O:19][CH2:20][CH:21]([CH2:23][O:24][C:25]([C:38]1[CH:43]=[CH:42][CH:41]=[CH:40][CH:39]=1)([C:32]1[CH:37]=[CH:36][CH:35]=[CH:34][CH:33]=1)[C:26]1[CH:31]=[CH:30][CH:29]=[CH:28][CH:27]=1)[O:22][CH3:47])[CH2:2][CH2:3][CH2:4][CH2:5][CH2:6][CH2:7][CH2:8]/[CH:9]=[CH:10]\[CH2:11][CH2:12][CH2:13][CH2:14][CH2:15][CH2:16][CH2:17][CH3:18].